Dataset: Full USPTO retrosynthesis dataset with 1.9M reactions from patents (1976-2016). Task: Predict the reactants needed to synthesize the given product. Given the product [Cl:1][C:2]1[CH:3]=[C:4]([CH:17]=[CH:18][C:19]=1[Cl:20])[CH2:5][O:6][C:7]1[CH:16]=[CH:15][C:10]([C:11]([OH:13])=[O:12])=[CH:9][CH:8]=1, predict the reactants needed to synthesize it. The reactants are: [Cl:1][C:2]1[CH:3]=[C:4]([CH:17]=[CH:18][C:19]=1[Cl:20])[CH2:5][O:6][C:7]1[CH:16]=[CH:15][C:10]([C:11]([O:13]C)=[O:12])=[CH:9][CH:8]=1.[OH-].[Li+].